From a dataset of Full USPTO retrosynthesis dataset with 1.9M reactions from patents (1976-2016). Predict the reactants needed to synthesize the given product. (1) Given the product [CH2:1]([N:8]1[CH2:9][C:10](=[O:12])[N:32]([CH2:31][CH2:30][C:27]2[CH:28]=[CH:29][CH:24]=[CH:25][CH:26]=2)[C:14](=[O:16])[CH2:13]1)[C:2]1[CH:3]=[CH:4][CH:5]=[CH:6][CH:7]=1, predict the reactants needed to synthesize it. The reactants are: [CH2:1]([N:8]([CH2:13][C:14]([OH:16])=O)[CH2:9][C:10]([OH:12])=O)[C:2]1[CH:7]=[CH:6][CH:5]=[CH:4][CH:3]=1.C(OC(=O)C)(=O)C.[CH:24]1[CH:29]=[CH:28][C:27]([CH2:30][CH2:31][NH2:32])=[CH:26][CH:25]=1.C(OC(C)C)(=O)C.C(=O)([O-])[O-].[K+].[K+]. (2) The reactants are: C=O.[F:3][C:4]([F:13])([F:12])[C:5]1[CH:10]=[CH:9][C:8]([OH:11])=[CH:7][CH:6]=1.C1(B(O)O)C=CC=CC=1.[C:23](O)(=[O:26])CC.OO. Given the product [OH:11][C:8]1[CH:7]=[CH:6][C:5]([C:4]([F:12])([F:13])[F:3])=[CH:10][C:9]=1[CH2:23][OH:26], predict the reactants needed to synthesize it. (3) Given the product [F:8][C:9]1[C:14]([F:15])=[CH:13][CH:12]=[CH:11][C:10]=1[C@H:16]1[CH2:22][N:21]2[C:36]([CH2:35][C:34]([F:40])([F:39])[F:33])=[N:24][N:23]=[C:20]2[C@H:19]([NH:25][C:26](=[O:32])[O:27][C:28]([CH3:29])([CH3:31])[CH3:30])[CH2:18][CH2:17]1, predict the reactants needed to synthesize it. The reactants are: C(N(CC)CC)C.[F:8][C:9]1[C:14]([F:15])=[CH:13][CH:12]=[CH:11][C:10]=1[C@H:16]1[CH2:22][NH:21][C:20](=[N:23][NH2:24])[C@H:19]([NH:25][C:26](=[O:32])[O:27][C:28]([CH3:31])([CH3:30])[CH3:29])[CH2:18][CH2:17]1.[F:33][C:34]([F:40])([F:39])[CH2:35][C:36](O)=O.C(Cl)CCl.ON1C2N=CC=CC=2N=N1.C([O-])(O)=O.[Na+]. (4) The reactants are: [CH:1]([N:4]1[C:8]([C:9]([OH:11])=O)=[CH:7][C:6]([CH3:12])=[N:5]1)([CH3:3])[CH3:2].O1CCCC1.C(Cl)(=O)C(Cl)=O.[NH2:24][C:25]1[CH:26]=[C:27]([CH:44]=[CH:45][CH:46]=1)[O:28][C:29]1[CH:30]=[CH:31][C:32]2[N:33]([N:35]=[C:36]([NH:38][C:39]([CH:41]3[CH2:43][CH2:42]3)=[O:40])[N:37]=2)[CH:34]=1. Given the product [CH:41]1([C:39]([NH:38][C:36]2[N:37]=[C:32]3[CH:31]=[CH:30][C:29]([O:28][C:27]4[CH:26]=[C:25]([NH:24][C:9]([C:8]5[N:4]([CH:1]([CH3:2])[CH3:3])[N:5]=[C:6]([CH3:12])[CH:7]=5)=[O:11])[CH:46]=[CH:45][CH:44]=4)=[CH:34][N:33]3[N:35]=2)=[O:40])[CH2:42][CH2:43]1, predict the reactants needed to synthesize it. (5) Given the product [F:6][C:7]1[C:11]([S:2](=[O:5])(=[O:3])[NH:23][C:19]2([CH3:18])[CH2:22][O:21][CH2:20]2)=[CH:10][N:9]([CH3:12])[C:8]=1[C:13]([O:15][CH2:16][CH3:17])=[O:14], predict the reactants needed to synthesize it. The reactants are: Cl[S:2]([OH:5])(=O)=[O:3].[F:6][C:7]1[CH:11]=[CH:10][N:9]([CH3:12])[C:8]=1[C:13]([O:15][CH2:16][CH3:17])=[O:14].[CH3:18][C:19]1([NH2:23])[CH2:22][O:21][CH2:20]1. (6) The reactants are: [CH2:1]([O:4][C:5]1[CH:19]=[CH:18][C:8]([CH2:9][C:10]2[CH:15]=[C:14](Br)[CH:13]=[CH:12][C:11]=2[Cl:17])=[CH:7][CH:6]=1)[CH:2]=[CH2:3].C([O:23][C@H:24]1[C@H:29]([O:30]C(=O)C)[C@@H:28]([O:34]C(=O)C)[C@H:27](C2C=CC(Cl)=C(CBr)C=2)[O:26][C@@H:25]1[CH2:47][O:48]C(=O)C)(=O)C.[Li]CCCC.C[Si](C)(C)[O:59][C@@H:60]1[C@@H](O[Si](C)(C)C)[C@H](O[Si](C)(C)C)[C@@H](CO[Si](C)(C)C)OC1=O.CS(O)(=O)=O. Given the product [CH2:1]([O:4][C:5]1[CH:19]=[CH:18][C:8]([CH2:9][C:10]2[CH:15]=[C:14]([C@@:27]3([O:59][CH3:60])[C@H:28]([OH:34])[C@@H:29]([OH:30])[C@H:24]([OH:23])[C@@H:25]([CH2:47][OH:48])[O:26]3)[CH:13]=[CH:12][C:11]=2[Cl:17])=[CH:7][CH:6]=1)[CH:2]=[CH2:3], predict the reactants needed to synthesize it.